This data is from Full USPTO retrosynthesis dataset with 1.9M reactions from patents (1976-2016). The task is: Predict the reactants needed to synthesize the given product. (1) Given the product [N+:1]([C:4]1[C:5]([N:10]2[C:21](=[O:20])[NH:22][C:23]([CH:24]([C:38]3[CH:43]=[C:42]([CH3:44])[N:41]=[C:40]([O:45][CH3:46])[CH:39]=3)[NH:25][C:26]3[CH:31]=[CH:30][C:29]([C:32]4[N:36]=[C:35]([CH3:37])[O:34][N:33]=4)=[CH:28][CH:27]=3)=[N:11]2)=[N:6][CH:7]=[CH:8][CH:9]=1)([O-:3])=[O:2], predict the reactants needed to synthesize it. The reactants are: [N+:1]([C:4]1[C:5]([NH:10][NH2:11])=[N:6][CH:7]=[CH:8][CH:9]=1)([O-:3])=[O:2].C(N(CC)CC)C.C[O:20][C:21](=O)[N:22]=[C:23](SC)[C:24]([C:38]1[CH:43]=[C:42]([CH3:44])[N:41]=[C:40]([O:45][CH3:46])[CH:39]=1)=[N:25][C:26]1[CH:31]=[CH:30][C:29]([C:32]2[N:36]=[C:35]([CH3:37])[O:34][N:33]=2)=[CH:28][CH:27]=1. (2) The reactants are: Br[C:2]1[C:3]([Cl:10])=[N:4][C:5]([O:8][CH3:9])=[CH:6][CH:7]=1.[F:11][C:12]1[CH:17]=[CH:16][C:15]([O:18][CH3:19])=[CH:14][C:13]=1B(O)O.C(=O)([O-])[O-].[Na+].[Na+].O. Given the product [Cl:10][C:3]1[C:2]([C:13]2[CH:14]=[C:15]([O:18][CH3:19])[CH:16]=[CH:17][C:12]=2[F:11])=[CH:7][CH:6]=[C:5]([O:8][CH3:9])[N:4]=1, predict the reactants needed to synthesize it. (3) The reactants are: [NH2:1][C:2]1[C:3]([C:20]#[C:21][Si:22]([CH3:25])([CH3:24])[CH3:23])=[C:4]([Cl:19])[CH:5]=[C:6]([C:15]([O:17][CH3:18])=[O:16])[C:7]=1[C:8]1[CH:13]=[CH:12][CH:11]=[C:10]([F:14])[CH:9]=1.B(F)(F)F.CCOCC.[N:35](OC(C)(C)C)=O.[NH:42]1[CH2:46][CH2:45][CH2:44][CH2:43]1.[Cl-].[NH4+].O.Cl. Given the product [Cl:19][C:4]1[CH:5]=[C:6]([C:15]([O:17][CH3:18])=[O:16])[C:7]([C:8]2[CH:13]=[CH:12][CH:11]=[C:10]([F:14])[CH:9]=2)=[C:2](/[N:1]=[N:35]/[N:42]2[CH2:46][CH2:45][CH2:44][CH2:43]2)[C:3]=1[C:20]#[C:21][Si:22]([CH3:23])([CH3:25])[CH3:24], predict the reactants needed to synthesize it. (4) Given the product [ClH:21].[NH2:8][C:7]1[C:5]2[N:6]=[C:2]([CH3:1])[S:3][C:4]=2[C:9](=[O:19])[C:10]2[CH:15]=[CH:14][CH:13]=[CH:12][C:11]=2[N:16]=1, predict the reactants needed to synthesize it. The reactants are: [CH3:1][C:2]1[S:3][C:4]([C:9](=[O:19])[C:10]2[CH:15]=[CH:14][CH:13]=[CH:12][C:11]=2[N+:16]([O-])=O)=[C:5]([C:7]#[N:8])[N:6]=1.[Sn](Cl)[Cl:21]. (5) Given the product [NH2:9][C@H:5]1[CH2:4][O:3][C:2]([CH3:18])([CH3:1])[CH2:7][C@@H:6]1[OH:8], predict the reactants needed to synthesize it. The reactants are: [CH3:1][C:2]1([CH3:18])[CH2:7][C@H:6]([OH:8])[C@@H:5]([NH:9][C@@H](C2C=CC=CC=2)C)[CH2:4][O:3]1.[H][H]. (6) Given the product [Cl:20][C:21]1[CH:22]=[C:23]2[C:28](=[CH:29][CH:30]=1)[N:27]([C@@H:31]([CH2:35][CH2:34][OH:33])[C:32]([NH:1][C:2]1[CH:7]=[CH:6][C:5]([S:8]([NH:11][C:12](=[O:15])[O:13][CH3:14])(=[O:10])=[O:9])=[CH:4][CH:3]=1)=[O:36])[CH2:26][CH2:25][CH2:24]2, predict the reactants needed to synthesize it. The reactants are: [NH2:1][C:2]1[CH:7]=[CH:6][C:5]([S:8]([NH:11][C:12](=[O:15])[O:13][CH3:14])(=[O:10])=[O:9])=[CH:4][CH:3]=1.C[Al](C)C.[Cl:20][C:21]1[CH:22]=[C:23]2[C:28](=[CH:29][CH:30]=1)[N:27]([C@H:31]1[CH2:35][CH2:34][O:33][C:32]1=[O:36])[CH2:26][CH2:25][CH2:24]2.